Dataset: Reaction yield outcomes from USPTO patents with 853,638 reactions. Task: Predict the reaction yield, written as a fraction of the theoretical maximum amount of product (1.0 means a 100% yield; for example, 0.34 means a 34% yield). (1) The reactants are [C:1]1([C@H:7]([CH:34]2[CH2:39][CH2:38][O:37][CH2:36][CH2:35]2)[N:8]2[C:16]3[CH:15]=[C:14]([C:17]([O:19][CH3:20])=[O:18])[CH:13]=[CH:12][C:11]=3[C:10]3[N:21]=[CH:22][C:23](B4OC(C)(C)C(C)(C)O4)=[CH:24][C:9]2=3)[CH:6]=[CH:5][CH:4]=[CH:3][CH:2]=1.[Si:40]([O:47][CH2:48][C:49]1[N:50]=[N:51][N:52]([CH2:55][Si:56]([CH3:59])([CH3:58])[CH3:57])[C:53]=1I)([C:43]([CH3:46])([CH3:45])[CH3:44])([CH3:42])[CH3:41].[O-]P([O-])([O-])=O.[K+].[K+].[K+]. The catalyst is C1COCC1. The product is [Si:40]([O:47][CH2:48][C:49]1[N:50]=[N:51][N:52]([CH2:55][Si:56]([CH3:59])([CH3:58])[CH3:57])[C:53]=1[C:23]1[CH:22]=[N:21][C:10]2[C:11]3[CH:12]=[CH:13][C:14]([C:17]([O:19][CH3:20])=[O:18])=[CH:15][C:16]=3[N:8]([C@H:7]([C:1]3[CH:6]=[CH:5][CH:4]=[CH:3][CH:2]=3)[CH:34]3[CH2:39][CH2:38][O:37][CH2:36][CH2:35]3)[C:9]=2[CH:24]=1)([C:43]([CH3:46])([CH3:45])[CH3:44])([CH3:42])[CH3:41]. The yield is 0.580. (2) The reactants are [NH:1]1[CH2:5][CH2:4][CH2:3][CH2:2]1.[C:6]1([C:12]([C:20]2[CH:25]=[CH:24][CH:23]=[CH:22][CH:21]=2)([C:14]2[CH:19]=[CH:18][CH:17]=[CH:16][CH:15]=2)Cl)[CH:11]=[CH:10][CH:9]=[CH:8][CH:7]=1.C(=O)([O-])[O-].[K+].[K+].C(=O)([O-])O.[Na+]. The catalyst is C(OCC)(=O)C.C(#N)C. The product is [C:6]1([C:12]([C:14]2[CH:15]=[CH:16][CH:17]=[CH:18][CH:19]=2)([C:20]2[CH:21]=[CH:22][CH:23]=[CH:24][CH:25]=2)[N:1]2[CH2:5][CH2:4][CH2:3][CH2:2]2)[CH:7]=[CH:8][CH:9]=[CH:10][CH:11]=1. The yield is 0.800. (3) The reactants are [C:1]1([C@@H:7]([NH:9][C:10]2[CH2:15][N:14]([C:16]([O:18][C:19]([CH3:22])([CH3:21])[CH3:20])=[O:17])[CH2:13][CH2:12][C:11]=2[C:23]([O:25][CH2:26][CH3:27])=[O:24])[CH3:8])[CH:6]=[CH:5][CH:4]=[CH:3][CH:2]=1.[BH-](OC(C)=O)(OC(C)=O)OC(C)=O.[Na+].C(O)(=O)C.N. The product is [C:1]1([C@@H:7]([NH:9][C@H:10]2[C@@H:11]([C:23]([O:25][CH2:26][CH3:27])=[O:24])[CH2:12][CH2:13][N:14]([C:16]([O:18][C:19]([CH3:21])([CH3:20])[CH3:22])=[O:17])[CH2:15]2)[CH3:8])[CH:6]=[CH:5][CH:4]=[CH:3][CH:2]=1. The yield is 0.940. The catalyst is C1(C)C=CC=CC=1.